This data is from Catalyst prediction with 721,799 reactions and 888 catalyst types from USPTO. The task is: Predict which catalyst facilitates the given reaction. (1) Reactant: [C:1]([O:5][C:6](=[O:38])[N:7]([CH3:37])[C@H:8]([C:10](=[O:36])[NH:11][C@@H:12]1[C:18](=[O:19])[N:17]([CH2:20][C:21]2[C:30]3[C:25](=[CH:26][CH:27]=[CH:28][CH:29]=3)[CH:24]=[CH:23][C:22]=2[CH3:31])[C:16]2[CH:32]=[CH:33][CH:34]=[CH:35][C:15]=2[NH:14][CH2:13]1)[CH3:9])([CH3:4])([CH3:3])[CH3:2].C(Cl)Cl.Cl.[C:43](Cl)(=[O:50])[C:44]1[CH:49]=[CH:48][N:47]=[CH:46][CH:45]=1. Product: [C:1]([O:5][C:6](=[O:38])[N:7]([CH3:37])[C@H:8]([C:10](=[O:36])[NH:11][C@@H:12]1[C:18](=[O:19])[N:17]([CH2:20][C:21]2[C:30]3[C:25](=[CH:26][CH:27]=[CH:28][CH:29]=3)[CH:24]=[CH:23][C:22]=2[CH3:31])[C:16]2[CH:32]=[CH:33][CH:34]=[CH:35][C:15]=2[N:14]([C:43]([C:44]2[CH:49]=[CH:48][N:47]=[CH:46][CH:45]=2)=[O:50])[CH2:13]1)[CH3:9])([CH3:4])([CH3:2])[CH3:3]. The catalyst class is: 25. (2) Reactant: [CH2:1]([O:8][C:9]([N:11]1[CH2:15][CH2:14][CH:13]([C:16]#[N:17])[CH2:12]1)=[O:10])[C:2]1[CH:7]=[CH:6][CH:5]=[CH:4][CH:3]=1.[N-:18]=[N+:19]=[N-:20].[Na+].[Cl-].[NH4+].C(Cl)Cl. Product: [CH2:1]([O:8][C:9]([N:11]1[CH2:15][CH2:14][CH:13]([C:16]2[NH:20][N:19]=[N:18][N:17]=2)[CH2:12]1)=[O:10])[C:2]1[CH:3]=[CH:4][CH:5]=[CH:6][CH:7]=1. The catalyst class is: 3.